From a dataset of Catalyst prediction with 721,799 reactions and 888 catalyst types from USPTO. Predict which catalyst facilitates the given reaction. (1) Reactant: C[O:2][C:3]1[CH:8]=[CH:7][C:6]([C:9]2[C:17]3[C:12](=[C:13]([C:18]4[CH:23]=[CH:22][CH:21]=[CH:20][CH:19]=4)[CH:14]=[CH:15][CH:16]=3)[N:11]([CH2:24][CH2:25][CH3:26])[N:10]=2)=[CH:5][CH:4]=1.B(Br)(Br)Br. Product: [C:18]1([C:13]2[CH:14]=[CH:15][CH:16]=[C:17]3[C:12]=2[N:11]([CH2:24][CH2:25][CH3:26])[N:10]=[C:9]3[C:6]2[CH:5]=[CH:4][C:3]([OH:2])=[CH:8][CH:7]=2)[CH:19]=[CH:20][CH:21]=[CH:22][CH:23]=1. The catalyst class is: 2. (2) Reactant: [CH2:1]([O:8][C:9]([N:11]1[CH:15]([C:16](O)=[O:17])[CH2:14][S:13][CH:12]1[C:19]1[CH:24]=[CH:23][N:22]=[CH:21][CH:20]=1)=[O:10])[C:2]1[CH:7]=[CH:6][CH:5]=[CH:4][CH:3]=1.[C:25]([O:29][C:30](=[O:40])[NH:31][CH2:32][C:33]1[CH:38]=[CH:37][C:36]([NH2:39])=[CH:35][CH:34]=1)([CH3:28])([CH3:27])[CH3:26].CN(C(ON1N=NC2C=CC=NC1=2)=[N+](C)C)C.F[P-](F)(F)(F)(F)F.CCN(C(C)C)C(C)C. Product: [CH2:1]([O:8][C:9]([N:11]1[CH:15]([C:16](=[O:17])[NH:39][C:36]2[CH:35]=[CH:34][C:33]([CH2:32][NH:31][C:30]([O:29][C:25]([CH3:28])([CH3:27])[CH3:26])=[O:40])=[CH:38][CH:37]=2)[CH2:14][S:13][CH:12]1[C:19]1[CH:24]=[CH:23][N:22]=[CH:21][CH:20]=1)=[O:10])[C:2]1[CH:7]=[CH:6][CH:5]=[CH:4][CH:3]=1. The catalyst class is: 3. (3) Reactant: [OH:1][C:2]1[C:3](=[O:18])[CH:4]=[N:5][N:6]([C:8]2[CH:13]=[CH:12][CH:11]=[C:10]([C:14]([F:17])([F:16])[F:15])[CH:9]=2)[CH:7]=1.C(N(CC)CC)C.C1C=CC(N([S:33]([C:36]([F:39])([F:38])[F:37])(=[O:35])=[O:34])[S:33]([C:36]([F:39])([F:38])[F:37])(=[O:35])=[O:34])=CC=1. Product: [F:37][C:36]([F:39])([F:38])[S:33]([O:1][C:2]1[C:3](=[O:18])[CH:4]=[N:5][N:6]([C:8]2[CH:13]=[CH:12][CH:11]=[C:10]([C:14]([F:17])([F:15])[F:16])[CH:9]=2)[CH:7]=1)(=[O:35])=[O:34]. The catalyst class is: 20. (4) Reactant: Cl.[O:2]=[C:3]1[CH2:8][CH2:7][NH:6][CH2:5][CH:4]1[C:9]([O:11][CH3:12])=[O:10].[CH3:13][C:14]([O:17][C:18](O[C:18]([O:17][C:14]([CH3:16])([CH3:15])[CH3:13])=[O:19])=[O:19])([CH3:16])[CH3:15].[NH4+].[Cl-]. The catalyst class is: 2. Product: [OH:2][C:3]1[CH2:8][CH2:7][N:6]([C:18]([O:17][C:14]([CH3:16])([CH3:15])[CH3:13])=[O:19])[CH2:5][C:4]=1[C:9]([O:11][CH3:12])=[O:10]. (5) Reactant: [CH2:1]([O:8][C:9]([N:11]1[CH2:16][CH2:15][C@H:14]([O:17][CH2:18][CH3:19])[CH2:13][C@H:12]1[C:20]1[CH:28]=[CH:27][C:23]([C:24]([OH:26])=[O:25])=[CH:22][CH:21]=1)=[O:10])[C:2]1[CH:7]=[CH:6][CH:5]=[CH:4][CH:3]=1.CO.[Si](C=[N+]=[N-])(C)(C)[CH3:32].CCOCC. Product: [CH2:18]([O:17][C@H:14]1[CH2:15][CH2:16][N:11]([C:9]([O:8][CH2:1][C:2]2[CH:7]=[CH:6][CH:5]=[CH:4][CH:3]=2)=[O:10])[C@H:12]([C:20]2[CH:21]=[CH:22][C:23]([C:24]([O:26][CH3:32])=[O:25])=[CH:27][CH:28]=2)[CH2:13]1)[CH3:19]. The catalyst class is: 11. (6) Reactant: C([C:3]1[CH:8]=[CH:7][C:6]([S:9]([F:14])([F:13])([F:12])([F:11])[F:10])=[CH:5][C:4]=1C)#N.[OH-:16].[Na+].[CH2:18]([OH:21])[CH2:19]O. Product: [CH3:3][C:4]1[CH:5]=[C:6]([S:9]([F:14])([F:13])([F:12])([F:11])[F:10])[CH:7]=[CH:8][C:19]=1[C:18]([OH:21])=[O:16]. The catalyst class is: 316. (7) Reactant: [CH3:1][N:2]1[CH:6]=[C:5](B(O)O)[CH:4]=[N:3]1.Br[C:11]1[CH:16]=[CH:15][C:14]([C:17]23[CH2:24][N:21]([CH2:22][CH2:23]2)[CH2:20][CH2:19][CH2:18]3)=[CH:13][N:12]=1.C(=O)([O-])[O-].[Na+].[Na+]. Product: [CH3:1][N:2]1[CH:6]=[C:5]([C:11]2[CH:16]=[CH:15][C:14]([C:17]34[CH2:24][N:21]([CH2:22][CH2:23]3)[CH2:20][CH2:19][CH2:18]4)=[CH:13][N:12]=2)[CH:4]=[N:3]1. The catalyst class is: 335.